Dataset: Full USPTO retrosynthesis dataset with 1.9M reactions from patents (1976-2016). Task: Predict the reactants needed to synthesize the given product. (1) Given the product [CH3:17][C@@H:13]1[CH2:14][CH2:15][CH2:16][N:12]1[CH2:11][CH2:10][C:8]1[S:9][C:5]2[CH:4]=[CH:3][C:2]([C:24]3[CH:25]=[CH:26][C:21]([C:19]#[N:20])=[CH:22][CH:23]=3)=[CH:18][C:6]=2[CH:7]=1, predict the reactants needed to synthesize it. The reactants are: Br[C:2]1[CH:3]=[CH:4][C:5]2[S:9][C:8]([CH2:10][CH2:11][N:12]3[CH2:16][CH2:15][CH2:14][C@H:13]3[CH3:17])=[CH:7][C:6]=2[CH:18]=1.[C:19]([C:21]1[CH:26]=[CH:25][C:24](B(O)O)=[CH:23][CH:22]=1)#[N:20].C1(P(C2C=CC=CC=2)C2C=CC=CC=2)C=CC=CC=1.P([O-])([O-])([O-])=O.[K+].[K+].[K+].O.CN1C(=O)CCC1.CS(O)(=O)=O. (2) Given the product [NH2:1][C:2]1[N:3]([CH3:24])[C:4](=[O:23])[C:5]2([C:15]3[C:10](=[CH:11][CH:12]=[C:13]([C:31]4[CH:30]=[CH:29][CH:28]=[C:27]([CH2:26][OH:25])[CH:32]=4)[CH:14]=3)[O:9][CH:8]([C:17]3[CH:22]=[CH:21][CH:20]=[CH:19][CH:18]=3)[CH2:7]2)[N:6]=1, predict the reactants needed to synthesize it. The reactants are: [NH2:1][C:2]1[N:3]([CH3:24])[C:4](=[O:23])[C:5]2([C:15]3[C:10](=[CH:11][CH:12]=[C:13](Br)[CH:14]=3)[O:9][CH:8]([C:17]3[CH:22]=[CH:21][CH:20]=[CH:19][CH:18]=3)[CH2:7]2)[N:6]=1.[OH:25][CH2:26][C:27]1[CH:28]=[C:29](B(O)O)[CH:30]=[CH:31][CH:32]=1. (3) Given the product [CH2:17]([N:3]([CH2:1][CH3:2])[C:4]([C:6]1[CH:15]=[CH:14][C:13]2[C:8](=[CH:9][CH:10]=[CH:11][C:12]=2[N:16]=[CH:29][C:28]([OH:35])([C:31]([F:32])([F:34])[F:33])[CH2:27][C:26]([C:24]2[CH:25]=[C:20]([F:19])[CH:21]=[CH:22][C:23]=2[O:38][CH3:39])([CH3:36])[CH3:37])[N:7]=1)=[O:5])[CH3:18], predict the reactants needed to synthesize it. The reactants are: [CH2:1]([N:3]([CH2:17][CH3:18])[C:4]([C:6]1[CH:15]=[CH:14][C:13]2[C:8](=[CH:9][CH:10]=[CH:11][C:12]=2[NH2:16])[N:7]=1)=[O:5])[CH3:2].[F:19][C:20]1[CH:21]=[CH:22][C:23]([O:38][CH3:39])=[C:24]([C:26]([CH3:37])([CH3:36])[CH2:27][C:28]([OH:35])([C:31]([F:34])([F:33])[F:32])[CH:29]=O)[CH:25]=1.